Dataset: Peptide-MHC class II binding affinity with 134,281 pairs from IEDB. Task: Regression. Given a peptide amino acid sequence and an MHC pseudo amino acid sequence, predict their binding affinity value. This is MHC class II binding data. (1) The peptide sequence is LQLVGIQRAGLAPTG. The MHC is DRB5_0101 with pseudo-sequence DRB5_0101. The binding affinity (normalized) is 0.676. (2) The peptide sequence is LRAHRLHQLAFDTYQ. The MHC is DRB1_0401 with pseudo-sequence DRB1_0401. The binding affinity (normalized) is 0.211.